Predict the reactants needed to synthesize the given product. From a dataset of Retrosynthesis with 50K atom-mapped reactions and 10 reaction types from USPTO. (1) Given the product CN1Cc2cc(Br)ccc2C1=O, predict the reactants needed to synthesize it. The reactants are: CN1CCN(C)C1=O.CNC(=O)c1ccc(Br)cc1CO. (2) Given the product CC(COc1ccc(N2N=C3c4ccccc4SCC3CC2=O)cc1)N(C)C, predict the reactants needed to synthesize it. The reactants are: CC(=O)COc1ccc(N2N=C3c4ccccc4SCC3CC2=O)cc1.CNC. (3) Given the product COC(=O)c1nn(C)cc1[N+](=O)[O-], predict the reactants needed to synthesize it. The reactants are: CO.Cn1cc([N+](=O)[O-])c(C(=O)O)n1. (4) The reactants are: CC(C)(C)NC(=O)[C@@H]1CCCCN1C[C@@H](O)[C@H](Cc1ccccc1)NC(=O)[C@H](CC(N)=O)NC(=O)c1cc2ccccc2cc1OCc1ccccc1. Given the product CC(C)(C)NC(=O)[C@@H]1CCCCN1C[C@@H](O)[C@H](Cc1ccccc1)NC(=O)[C@H](CC(N)=O)NC(=O)c1cc2ccccc2cc1O, predict the reactants needed to synthesize it.